From a dataset of Reaction yield outcomes from USPTO patents with 853,638 reactions. Predict the reaction yield, written as a fraction of the theoretical maximum amount of product (1.0 means a 100% yield; for example, 0.34 means a 34% yield). (1) The reactants are Cl[C:2]1[C:6]2[CH:7]=[CH:8][CH:9]=[CH:10][C:5]=2[O:4][N:3]=1.[NH2:11][CH2:12][CH2:13][CH:14]1[CH2:19][CH2:18][N:17]([CH2:20][C:21]2[CH:26]=[CH:25][CH:24]=[CH:23][CH:22]=2)[CH2:16][CH2:15]1.C([O-])([O-])=O.[K+].[K+]. The catalyst is CS(C)=O. The product is [C:21]1([CH2:20][N:17]2[CH2:18][CH2:19][CH:14]([CH2:13][CH2:12][NH:11][C:2]3[C:6]4[CH:7]=[CH:8][CH:9]=[CH:10][C:5]=4[O:4][N:3]=3)[CH2:15][CH2:16]2)[CH:22]=[CH:23][CH:24]=[CH:25][CH:26]=1. The yield is 0.150. (2) The reactants are [Cl:1][C:2]1[CH:11]=[CH:10][C:9]([NH2:12])=[C:8]2[C:3]=1[CH:4]=[CH:5][CH:6]=[N:7]2.[C:13]1([S:19](Cl)(=[O:21])=[O:20])[CH:18]=[CH:17][CH:16]=[CH:15][CH:14]=1. The yield is 0.640. The product is [Cl:1][C:2]1[CH:11]=[CH:10][C:9]([NH:12][S:19]([C:13]2[CH:18]=[CH:17][CH:16]=[CH:15][CH:14]=2)(=[O:21])=[O:20])=[C:8]2[C:3]=1[CH:4]=[CH:5][CH:6]=[N:7]2. The catalyst is CN(C1C=CN=CC=1)C.